From a dataset of Forward reaction prediction with 1.9M reactions from USPTO patents (1976-2016). Predict the product of the given reaction. Given the reactants [CH3:1][N:2]1[CH2:7][CH2:6][CH:5]([C:8]([C:10]2[CH:15]=[CH:14][CH:13]=[CH:12][CH:11]=2)=[O:9])[CH2:4][CH2:3]1.[BH4-].[Na+], predict the reaction product. The product is: [CH3:1][N:2]1[CH2:7][CH2:6][CH:5]([CH:8]([C:10]2[CH:15]=[CH:14][CH:13]=[CH:12][CH:11]=2)[OH:9])[CH2:4][CH2:3]1.